Dataset: Forward reaction prediction with 1.9M reactions from USPTO patents (1976-2016). Task: Predict the product of the given reaction. (1) Given the reactants [O:1]([C:8]1[CH:16]=[CH:15][C:11]([C:12]([OH:14])=O)=[CH:10][CH:9]=1)[C:2]1[CH:7]=[CH:6][CH:5]=[CH:4][CH:3]=1.C1(OP(Cl)(OC2C=CC=CC=2)=O)C=CC=CC=1.Cl.Cl.[CH3:36][CH:37]1[CH:42]([NH2:43])[CH:41]2[CH2:44][CH2:45][N:38]1[CH2:39][CH2:40]2.[OH-].[Na+], predict the reaction product. The product is: [CH3:36][CH:37]1[CH:42]([NH:43][C:12](=[O:14])[C:11]2[CH:10]=[CH:9][C:8]([O:1][C:2]3[CH:3]=[CH:4][CH:5]=[CH:6][CH:7]=3)=[CH:16][CH:15]=2)[CH:41]2[CH2:44][CH2:45][N:38]1[CH2:39][CH2:40]2. (2) Given the reactants O[CH:2]1[CH2:7]SC(O)C[S:3]1.[C:9]([CH2:11][C:12]([NH2:14])=[O:13])#[N:10], predict the reaction product. The product is: [NH2:10][C:9]1[S:3][CH:2]=[CH:7][C:11]=1[C:12]([NH2:14])=[O:13]. (3) Given the reactants [CH3:1][O:2][C:3]([C:5]1[CH:14]=[C:13]([OH:15])[C:12]2[C:7](=[CH:8][C:9]([Cl:17])=[CH:10][C:11]=2[Cl:16])[CH:6]=1)=[O:4].C([O-])([O-])=O.[K+].[K+].[CH3:24][O:25][C:26](=[O:38])[C:27]1[CH:32]=[CH:31][CH:30]=[CH:29][C:28]=1[NH:33][C:34](=[O:37])[CH2:35]Cl, predict the reaction product. The product is: [CH3:1][O:2][C:3]([C:5]1[CH:14]=[C:13]([O:15][CH2:35][C:34](=[O:37])[NH:33][C:28]2[CH:29]=[CH:30][CH:31]=[CH:32][C:27]=2[C:26]([O:25][CH3:24])=[O:38])[C:12]2[C:7](=[CH:8][C:9]([Cl:17])=[CH:10][C:11]=2[Cl:16])[CH:6]=1)=[O:4].